This data is from Reaction yield outcomes from USPTO patents with 853,638 reactions. The task is: Predict the reaction yield, written as a fraction of the theoretical maximum amount of product (1.0 means a 100% yield; for example, 0.34 means a 34% yield). (1) The product is [C:27]([C:26]1[C:21]([NH2:20])=[N:22][C:23]([CH2:29][O:30][CH3:31])=[CH:24][CH:25]=1)#[CH:1]. The yield is 0.500. The reactants are [CH:1](NC(C)C)(C)C.C([Li])CCC.C[Si](C=[N+]=[N-])(C)C.[NH2:20][C:21]1[C:26]([CH:27]=O)=[CH:25][CH:24]=[C:23]([CH2:29][O:30][CH3:31])[N:22]=1. The catalyst is O1CCCC1.C(O)(=O)C. (2) The reactants are C[Si]([C:5]#[C:6][C:7]1[CH:8]=[C:9]2[C:14](=[CH:15][CH:16]=1)[CH:13]1[CH:17]([C:18]([O:20]CC)=[O:19])[CH:12]1[CH2:11][CH2:10]2)(C)C.[OH-].[Na+]. The catalyst is CO.O. The product is [C:6]([C:7]1[CH:8]=[C:9]2[C:14](=[CH:15][CH:16]=1)[CH:13]1[CH:17]([C:18]([OH:20])=[O:19])[CH:12]1[CH2:11][CH2:10]2)#[CH:5]. The yield is 0.880. (3) The reactants are C(OC([N:11]([CH2:13][C:14]1[CH:15]=[C:16]([NH:27][C:28]([O:30][CH2:31][C@@H:32]([C:34]2[CH:39]=[CH:38][C:37](B(O)O)=[CH:36][C:35]=2[CH3:43])[CH3:33])=[O:29])[CH:17]=[C:18]([F:26])[C:19]=1[O:20][C@H:21]1[CH2:25][CH2:24][O:23][CH2:22]1)[CH3:12])=O)C1C=CC=CC=1.[NH2:44][C:45]1[CH:46]=[C:47]2[C:52](=[CH:53][CH:54]=1)[C:51]([N:55]([C:63]([O:65][C:66]([CH3:69])([CH3:68])[CH3:67])=[O:64])[C:56]([O:58][C:59]([CH3:62])([CH3:61])[CH3:60])=[O:57])=[N:50][CH:49]=[CH:48]2.O.[C:71]([OH:75])(=[O:74])[CH:72]=O. The catalyst is CC#N.CN(C=O)C. The product is [C:66]([O:65][C:63]([N:55]([C:56]([O:58][C:59]([CH3:60])([CH3:61])[CH3:62])=[O:57])[C:51]1[C:52]2[C:47](=[CH:46][C:45]([NH:44][CH:72]([C:37]3[CH:38]=[CH:39][C:34]([C@@H:32]([CH3:33])[CH2:31][O:30][C:28](=[O:29])[NH:27][C:16]4[CH:15]=[C:14]([CH2:13][NH:11][CH3:12])[C:19]([O:20][C@H:21]5[CH2:25][CH2:24][O:23][CH2:22]5)=[C:18]([F:26])[CH:17]=4)=[C:35]([CH3:43])[CH:36]=3)[C:71]([OH:75])=[O:74])=[CH:54][CH:53]=2)[CH:48]=[CH:49][N:50]=1)=[O:64])([CH3:69])([CH3:68])[CH3:67]. The yield is 0.526. (4) The product is [Br:1][C:2]1[CH:7]=[CH:6][C:5]([N:8]2[CH:12]=[C:11]([C:13](=[O:15])[CH2:14][C:36](=[O:37])[C:35]([F:42])([F:41])[F:34])[N:10]=[C:9]2[C:16]2[CH:21]=[CH:20][CH:19]=[CH:18][C:17]=2[Cl:22])=[C:4]([Cl:23])[CH:3]=1. The yield is 0.860. The catalyst is C1COCC1. The reactants are [Br:1][C:2]1[CH:7]=[CH:6][C:5]([N:8]2[CH:12]=[C:11]([C:13](=[O:15])[CH3:14])[N:10]=[C:9]2[C:16]2[CH:21]=[CH:20][CH:19]=[CH:18][C:17]=2[Cl:22])=[C:4]([Cl:23])[CH:3]=1.[Li+].C[Si]([N-][Si](C)(C)C)(C)C.[F:34][C:35]([F:42])([F:41])[C:36](OCC)=[O:37]. (5) The product is [C:1]([O:5][C:6]([N:8]1[C:12]([CH3:13])([CH3:14])[CH2:11][CH2:10][CH:9]1[CH2:15][C:16]([OH:18])=[O:17])=[O:7])([CH3:4])([CH3:2])[CH3:3]. The yield is 0.750. The catalyst is C1COCC1.CO. The reactants are [C:1]([O:5][C:6]([N:8]1[C:12]([CH3:14])([CH3:13])[CH2:11][CH2:10][CH:9]1[CH:15](C(OC)=O)[C:16]([O:18]C)=[O:17])=[O:7])([CH3:4])([CH3:3])[CH3:2].[OH-].[K+].CC(OC(OC(OC(C)(C)C)=O)=O)(C)C.